From a dataset of Forward reaction prediction with 1.9M reactions from USPTO patents (1976-2016). Predict the product of the given reaction. (1) Given the reactants [CH2:1]([NH:8][CH:9]([CH2:12][OH:13])[CH2:10][OH:11])[C:2]1[CH:7]=[CH:6][CH:5]=[CH:4][CH:3]=1.C(N(CC)CC)C.[Cl:21][CH:22]([CH3:26])[C:23](Cl)=[O:24], predict the reaction product. The product is: [CH2:1]([N:8]([CH:9]([CH2:10][OH:11])[CH2:12][OH:13])[C:23](=[O:24])[CH:22]([Cl:21])[CH3:26])[C:2]1[CH:7]=[CH:6][CH:5]=[CH:4][CH:3]=1. (2) The product is: [Cl:1][C:2]1[C:3]([F:31])=[C:4]([NH:8][C:9]2[C:18]3[C:13](=[CH:14][C:15]([O:29][CH3:30])=[C:16]([CH2:19][N:20]([CH3:28])[C:21]4([C:25]([NH2:27])=[O:26])[CH2:24][N:23]([CH2:44][CH2:43][O:42][CH3:41])[CH2:22]4)[CH:17]=3)[N:12]=[CH:11][N:10]=2)[CH:5]=[CH:6][CH:7]=1. Given the reactants [Cl:1][C:2]1[C:3]([F:31])=[C:4]([NH:8][C:9]2[C:18]3[C:13](=[CH:14][C:15]([O:29][CH3:30])=[C:16]([CH2:19][N:20]([CH3:28])[C:21]4([C:25]([NH2:27])=[O:26])[CH2:24][NH:23][CH2:22]4)[CH:17]=3)[N:12]=[CH:11][N:10]=2)[CH:5]=[CH:6][CH:7]=1.C(N(C(C)C)CC)(C)C.[CH3:41][O:42][CH2:43][CH2:44]Cl.[I-].[K+], predict the reaction product. (3) Given the reactants [Cl:1][C:2]1[N:3]=[N:4][C:5]([CH2:8]Cl)=[CH:6][CH:7]=1.[C-:10]#[N:11].[K+].C(OCC)(=O)C, predict the reaction product. The product is: [Cl:1][C:2]1[N:3]=[N:4][C:5]([CH2:8][C:10]#[N:11])=[CH:6][CH:7]=1. (4) The product is: [CH2:2]=[C:3]1[C:20]2[C@:15]([CH3:22])([CH2:16][CH2:17][C:18](=[O:21])[CH:19]=2)[C@@H:14]2[C@H:5]([C@H:6]3[C@@:10]([CH2:12][CH2:13]2)([CH3:11])[C@@H:9]([C:23]([NH:25][C:26]2[CH:31]=[CH:30][C:29]([C:32]([F:33])([F:35])[F:34])=[CH:28][CH:27]=2)=[O:24])[CH2:8][CH2:7]3)[CH2:4]1. Given the reactants O[CH2:2][CH:3]1[C:20]2[C@:15]([CH3:22])([CH2:16][CH2:17][C:18](=[O:21])[CH:19]=2)[C@@H:14]2[C@H:5]([C@H:6]3[C@@:10]([CH2:12][CH2:13]2)([CH3:11])[C@@H:9]([C:23]([NH:25][C:26]2[CH:31]=[CH:30][C:29]([C:32]([F:35])([F:34])[F:33])=[CH:28][CH:27]=2)=[O:24])[CH2:8][CH2:7]3)[CH2:4]1, predict the reaction product. (5) Given the reactants [O:1]1[C:6]2[CH:7]=[CH:8][C:9]([CH:11]=O)=[CH:10][C:5]=2[O:4][CH2:3][CH2:2]1.[C:13]([O:17][C:18]([N:20]1[CH2:25][CH2:24][CH:23]([NH:26][CH3:27])[CH2:22][CH2:21]1)=[O:19])([CH3:16])([CH3:15])[CH3:14].C(O)(=O)C.C([BH3-])#N.[Na+], predict the reaction product. The product is: [C:13]([O:17][C:18]([N:20]1[CH2:21][CH2:22][CH:23]([N:26]([CH2:11][C:9]2[CH:8]=[CH:7][C:6]3[O:1][CH2:2][CH2:3][O:4][C:5]=3[CH:10]=2)[CH3:27])[CH2:24][CH2:25]1)=[O:19])([CH3:16])([CH3:15])[CH3:14]. (6) Given the reactants CO[C:3](=[O:30])[C:4]1[CH:9]=[CH:8][C:7]([N:10]2[CH:14]=[C:13]([C:15]3[C:16]([C:24]4[CH:29]=[CH:28][CH:27]=[CH:26][CH:25]=4)=[N:17][O:18][C:19]=3[C:20]([F:23])([F:22])[F:21])[N:12]=[CH:11]2)=[CH:6][CH:5]=1.[NH:31]1[CH2:36][CH2:35][O:34][CH2:33][CH2:32]1, predict the reaction product. The product is: [N:31]1([C:3]([C:4]2[CH:5]=[CH:6][C:7]([N:10]3[CH:14]=[C:13]([C:15]4[C:16]([C:24]5[CH:29]=[CH:28][CH:27]=[CH:26][CH:25]=5)=[N:17][O:18][C:19]=4[C:20]([F:23])([F:22])[F:21])[N:12]=[CH:11]3)=[CH:8][CH:9]=2)=[O:30])[CH2:36][CH2:35][O:34][CH2:33][CH2:32]1.